Predict the product of the given reaction. From a dataset of Forward reaction prediction with 1.9M reactions from USPTO patents (1976-2016). (1) Given the reactants [CH:1](=O)[CH2:2][CH2:3][CH3:4].[C:6]1([C@@H:12]([NH2:14])[CH3:13])[CH:11]=[CH:10][CH:9]=[CH:8][CH:7]=1, predict the reaction product. The product is: [CH:1](=[N:14]/[C@H:12]([C:6]1[CH:11]=[CH:10][CH:9]=[CH:8][CH:7]=1)[CH3:13])\[CH2:2][CH2:3][CH3:4]. (2) Given the reactants C([O:3][C:4](=[O:20])[C@@H:5]([O:18][CH3:19])[CH2:6][C:7]1[CH:12]=[CH:11][C:10]([O:13][CH2:14][CH2:15][CH2:16]Br)=[CH:9][CH:8]=1)C.[CH:21]1[C:30]2[CH2:29][CH2:28][CH2:27][CH2:26][C:25]=2[CH:24]=[CH:23][C:22]=1[OH:31].[OH-].[Na+], predict the reaction product. The product is: [CH3:19][O:18][C@@H:5]([CH2:6][C:7]1[CH:8]=[CH:9][C:10]([O:13][CH2:14][CH2:15][CH2:16][O:31][C:22]2[CH:23]=[CH:24][C:25]3[CH2:26][CH2:27][CH2:28][CH2:29][C:30]=3[CH:21]=2)=[CH:11][CH:12]=1)[C:4]([OH:3])=[O:20]. (3) Given the reactants [F:1][C:2]1[CH:7]=[CH:6][CH:5]=[C:4]([F:8])[C:3]=1[CH3:9].[S:10]([Cl:14])(=O)(=[O:12])[OH:11], predict the reaction product. The product is: [F:1][C:2]1[C:3]([CH3:9])=[C:4]([F:8])[CH:5]=[CH:6][C:7]=1[S:10]([Cl:14])(=[O:12])=[O:11]. (4) Given the reactants C([O:8][C@@H:9]1[C@@H:16]([O:17]CC2C=CC=CC=2)[C@H:15]([O:25]CC2C=CC=CC=2)[C@@H:14]([CH2:33][O:34][C:35]2[CH:36]=[C:37]([C:41]3[CH:46]=[CH:45][C:44]([C@@H:47]4[C@@H:50]([CH2:51][CH2:52][C@@H:53]([C:55]5[CH:60]=[CH:59][C:58]([F:61])=[CH:57][CH:56]=5)[OH:54])[C:49](=[O:62])[N:48]4[C:63]4[CH:68]=[CH:67][C:66]([F:69])=[CH:65][CH:64]=4)=[CH:43][CH:42]=3)[CH:38]=[CH:39][CH:40]=2)[O:13][C@@H:10]1[O:11][CH3:12])C1C=CC=CC=1, predict the reaction product. The product is: [F:69][C:66]1[CH:67]=[CH:68][C:63]([N:48]2[C:49](=[O:62])[C@H:50]([CH2:51][CH2:52][C@@H:53]([C:55]3[CH:56]=[CH:57][C:58]([F:61])=[CH:59][CH:60]=3)[OH:54])[C@H:47]2[C:44]2[CH:43]=[CH:42][C:41]([C:37]3[CH:38]=[CH:39][CH:40]=[C:35]([O:34][CH2:33][C@H:14]4[O:13][C@H:10]([O:11][CH3:12])[C@H:9]([OH:8])[C@@H:16]([OH:17])[C@@H:15]4[OH:25])[CH:36]=3)=[CH:46][CH:45]=2)=[CH:64][CH:65]=1. (5) Given the reactants [CH3:1][O:2][C:3]([C@H:5]1[CH2:10][CH2:9][C@H:8]([N:11](C(OC(C)(C)C)=O)[CH3:12])[CH2:7][CH2:6]1)=[O:4].[ClH:20], predict the reaction product. The product is: [ClH:20].[CH3:1][O:2][C:3]([C@H:5]1[CH2:10][CH2:9][C@H:8]([NH:11][CH3:12])[CH2:7][CH2:6]1)=[O:4]. (6) Given the reactants [C:1]([O:5][C:6](=[O:35])[C@@H:7]([NH:13][C:14]([C:16]1[CH:21]=[CH:20][C:19]([CH:22]([C:29]2[CH:34]=[CH:33][CH:32]=[CH:31][CH:30]=2)[C:23]2[CH:28]=[CH:27][CH:26]=[CH:25][CH:24]=2)=[CH:18][CH:17]=1)=[O:15])[CH2:8][CH2:9][C:10]([OH:12])=O)([CH3:4])([CH3:3])[CH3:2].[C:36]([O:40][C:41]([NH:43][C:44]([NH2:46])=[NH:45])=[O:42])([CH3:39])([CH3:38])[CH3:37].C(N(C(C)C)CC)(C)C.CN(C(ON1N=NC2C=CC=CC1=2)=[N+](C)C)C.F[P-](F)(F)(F)(F)F, predict the reaction product. The product is: [C:36]([O:40][C:41]([NH:43][C:44](=[NH:45])[NH:46][C:10](=[O:12])[CH2:9][CH2:8][C@H:7]([NH:13][C:14]([C:16]1[CH:17]=[CH:18][C:19]([CH:22]([C:23]2[CH:28]=[CH:27][CH:26]=[CH:25][CH:24]=2)[C:29]2[CH:30]=[CH:31][CH:32]=[CH:33][CH:34]=2)=[CH:20][CH:21]=1)=[O:15])[C:6]([O:5][C:1]([CH3:3])([CH3:2])[CH3:4])=[O:35])=[O:42])([CH3:39])([CH3:37])[CH3:38]. (7) Given the reactants CC(C)(S([NH:6][C:7]1([C:11]2[S:15][C:14]([C:16]([NH:18][CH2:19][C:20]3[CH:25]=[CH:24][N:23]4[CH:26]=[CH:27][N:28]=[C:22]4[CH:21]=3)=[O:17])=[CH:13][CH:12]=2)[CH2:10][O:9][CH2:8]1)=O)C.Cl.O1CCOCC1, predict the reaction product. The product is: [NH2:6][C:7]1([C:11]2[S:15][C:14]([C:16]([NH:18][CH2:19][C:20]3[CH:25]=[CH:24][N:23]4[CH:26]=[CH:27][N:28]=[C:22]4[CH:21]=3)=[O:17])=[CH:13][CH:12]=2)[CH2:10][O:9][CH2:8]1. (8) Given the reactants [CH:1]1[CH:2]=[CH:3][C:4]2[NH:11][C:9](=[O:10])[CH:8]=[C:7]([CH2:12][CH:13]([NH:17][C:18]([C:20]3[CH:21]=[CH:22][C:23]([Cl:26])=[CH:24][CH:25]=3)=[O:19])[C:14]([OH:16])=[O:15])[C:5]=2[CH:6]=1.[O:27]1[C:31]2[CH:32]=[CH:33][CH:34]=[CH:35][C:30]=2[N:29]=[C:28]1N(CCCl)C, predict the reaction product. The product is: [Cl:26][C:23]1[CH:24]=[CH:25][C:20]([C:18]([NH:17][CH:13]([CH2:12][C:7]2[C:5]3[C:4](=[CH:3][CH:2]=[CH:1][CH:6]=3)[NH:11][C:9](=[O:10])[CH:8]=2)[C:14]([O:16][CH2:8][CH2:9][NH:11][CH2:4][C:28]2[O:27][C:31]3[CH:32]=[CH:33][CH:34]=[CH:35][C:30]=3[N:29]=2)=[O:15])=[O:19])=[CH:21][CH:22]=1. (9) Given the reactants [NH2:1][CH:2]([CH2:12][C:13]1[CH:18]=[CH:17][CH:16]=[C:15]([O:19][C:20]([F:25])([F:24])[CH:21]([F:23])[F:22])[CH:14]=1)[CH:3]([C:5]1[CH:10]=[CH:9][C:8]([OH:11])=[CH:7][CH:6]=1)[OH:4].[C:26]1([C:37](O)=[O:38])[CH:27]=[CH:28][CH:29]=[C:30]2[CH2:36][CH2:35][CH2:34][CH:33]=[CH:32][C:31]=12.Cl.C(N=C=NCCCN(C)C)C.O.ON1C2C=CC=CC=2N=N1, predict the reaction product. The product is: [OH:4][CH:3]([C:5]1[CH:10]=[CH:9][C:8]([OH:11])=[CH:7][CH:6]=1)[CH:2]([NH:1][C:37]([C:26]1[CH:27]=[CH:28][CH:29]=[C:30]2[CH2:36][CH2:35][CH2:34][CH:33]=[CH:32][C:31]=12)=[O:38])[CH2:12][C:13]1[CH:18]=[CH:17][CH:16]=[C:15]([O:19][C:20]([F:24])([F:25])[CH:21]([F:22])[F:23])[CH:14]=1. (10) Given the reactants [CH2:1]([C:4]1[C:5]([C:15]2[O:19][N:18]=[C:17]([C:20]3[CH:37]=[CH:36][C:23]([CH2:24][N:25]4[CH2:28][CH:27]([C:29]([O:31]C(C)(C)C)=[O:30])[CH2:26]4)=[CH:22][CH:21]=3)[N:16]=2)=[N:6][O:7][C:8]=1[C:9]1[CH:14]=[CH:13][CH:12]=[CH:11][N:10]=1)[CH2:2][CH3:3].[F:38][C:39]([F:44])([F:43])[C:40]([OH:42])=[O:41], predict the reaction product. The product is: [F:38][C:39]([F:44])([F:43])[C:40]([OH:42])=[O:41].[CH2:1]([C:4]1[C:5]([C:15]2[O:19][N:18]=[C:17]([C:20]3[CH:37]=[CH:36][C:23]([CH2:24][N:25]4[CH2:28][CH:27]([C:29]([OH:31])=[O:30])[CH2:26]4)=[CH:22][CH:21]=3)[N:16]=2)=[N:6][O:7][C:8]=1[C:9]1[CH:14]=[CH:13][CH:12]=[CH:11][N:10]=1)[CH2:2][CH3:3].